Task: Predict the reactants needed to synthesize the given product.. Dataset: Full USPTO retrosynthesis dataset with 1.9M reactions from patents (1976-2016) (1) Given the product [NH2:1][C:2]1[C:3]([C:28]2[CH:27]=[CH:26][C:25]([C:22]([NH2:23])=[O:24])=[CH:30][N:29]=2)=[CH:4][C:5]([C:8]2[CH:13]=[CH:12][C:11]([S:14](=[O:16])(=[O:15])[NH:17][CH:18]3[CH2:20][CH2:19]3)=[CH:10][CH:9]=2)=[CH:6][N:7]=1, predict the reactants needed to synthesize it. The reactants are: [NH2:1][C:2]1[N:7]=[CH:6][C:5]([C:8]2[CH:13]=[CH:12][C:11]([S:14]([NH:17][CH:18]3[CH2:20][CH2:19]3)(=[O:16])=[O:15])=[CH:10][CH:9]=2)=[CH:4][C:3]=1Br.[C:22]([C:25]1[CH:26]=[CH:27][C:28](B(O)O)=[N:29][CH:30]=1)(=[O:24])[NH2:23]. (2) Given the product [C:19]([O:23][C:24](=[O:48])[CH2:25][CH2:26][N:27]([CH2:28][C:29]([N:31]1[C:39]2[C:34](=[CH:35][C:36]([O:16][CH2:15][CH2:14][CH2:13][C:4]3[CH:5]=[CH:6][C:7]([C:9]([F:10])([F:11])[F:12])=[CH:8][C:3]=3[C:2]([F:17])([F:18])[F:1])=[CH:37][CH:38]=2)[CH2:33][CH2:32]1)=[O:30])[C:41]([O:43][C:44]([CH3:47])([CH3:46])[CH3:45])=[O:42])([CH3:20])([CH3:21])[CH3:22], predict the reactants needed to synthesize it. The reactants are: [F:1][C:2]([F:18])([F:17])[C:3]1[CH:8]=[C:7]([C:9]([F:12])([F:11])[F:10])[CH:6]=[CH:5][C:4]=1[CH2:13][CH2:14][CH2:15][OH:16].[C:19]([O:23][C:24](=[O:48])[CH2:25][CH2:26][N:27]([C:41]([O:43][C:44]([CH3:47])([CH3:46])[CH3:45])=[O:42])[CH2:28][C:29]([N:31]1[C:39]2[C:34](=[CH:35][C:36](O)=[CH:37][CH:38]=2)[CH2:33][CH2:32]1)=[O:30])([CH3:22])([CH3:21])[CH3:20].C1(P(C2C=CC=CC=2)C2C=CC=CC=2)C=CC=CC=1.CCOC(/N=N/C(OCC)=O)=O. (3) Given the product [CH2:1]([O:8][C:9]([C@H:11]1[CH2:15][CH2:14][CH2:13][N:12]1[C:16](=[O:19])[CH2:17][CH2:18][N:23]([CH2:18][CH2:17][C:16]([N:12]1[CH2:13][CH2:14][CH2:15][C@@H:11]1[C:9]([O:8][CH2:1][C:2]1[CH:3]=[CH:4][CH:5]=[CH:6][CH:7]=1)=[O:10])=[O:19])[CH2:20][CH2:21][CH3:22])=[O:10])[C:2]1[CH:3]=[CH:4][CH:5]=[CH:6][CH:7]=1, predict the reactants needed to synthesize it. The reactants are: [CH2:1]([O:8][C:9]([C@H:11]1[CH2:15][CH2:14][CH2:13][N:12]1[C:16](=[O:19])[CH:17]=[CH2:18])=[O:10])[C:2]1[CH:7]=[CH:6][CH:5]=[CH:4][CH:3]=1.[CH2:20]([NH2:23])[CH2:21][CH3:22]. (4) Given the product [NH2:3][CH:4]1[CH2:9][CH2:8][N:7]([CH2:10][CH:11]2[C:21]3=[C:22]4[C:17](=[CH:18][CH:19]=[C:20]3[O:26][CH3:25])[CH:16]=[CH:15][C:14](=[O:24])[N:13]4[CH2:12]2)[CH2:6][CH2:5]1, predict the reactants needed to synthesize it. The reactants are: Cl.Cl.[NH2:3][CH:4]1[CH2:9][CH2:8][N:7]([CH2:10][CH:11]2[C:21]3=[C:22]4[C:17](=[CH:18][CH:19]=[C:20]3F)[CH:16]=[CH:15][C:14](=[O:24])[N:13]4[CH2:12]2)[CH2:6][CH2:5]1.[CH3:25][O-:26].[Na+].[Cl-].[NH4+]. (5) Given the product [CH2:15]([O:14][C:3]1[C:2]([Br:1])=[N:7][C:6]([C:8]2[CH:13]=[CH:12][CH:11]=[CH:10][CH:9]=2)=[CH:5][N:4]=1)[C:16]1[CH:21]=[CH:20][CH:19]=[CH:18][CH:17]=1, predict the reactants needed to synthesize it. The reactants are: [Br:1][C:2]1[C:3](=[O:14])[NH:4][CH:5]=[C:6]([C:8]2[CH:13]=[CH:12][CH:11]=[CH:10][CH:9]=2)[N:7]=1.[CH2:15](Br)[C:16]1[CH:21]=[CH:20][CH:19]=[CH:18][CH:17]=1.